This data is from Reaction yield outcomes from USPTO patents with 853,638 reactions. The task is: Predict the reaction yield, written as a fraction of the theoretical maximum amount of product (1.0 means a 100% yield; for example, 0.34 means a 34% yield). (1) The reactants are [Cl:1][C:2]1[CH:7]=[CH:6][C:5]([C:8]2[CH:13]=[C:12](O)[N:11]3[N:15]=[CH:16][C:17](C([O-])=O)=[C:10]3[N:9]=2)=[CH:4][CH:3]=1.P(Cl)(Cl)([Cl:23])=O.CN(C)C1C=CC=CC=1. No catalyst specified. The product is [Cl:23][C:12]1[N:11]2[N:15]=[CH:16][CH:17]=[C:10]2[N:9]=[C:8]([C:5]2[CH:6]=[CH:7][C:2]([Cl:1])=[CH:3][CH:4]=2)[CH:13]=1. The yield is 0.670. (2) The reactants are [H-].[N+:2]([C:5]1[CH:10]=[CH:9][C:8]([C:11](=[O:20])/[CH:12]=[CH:13]/[C:14]2[CH:19]=[CH:18][N:17]=[CH:16][CH:15]=2)=[CH:7][CH:6]=1)([O-:4])=[O:3]. The catalyst is O.C1C=CC([P]([Pd]([P](C2C=CC=CC=2)(C2C=CC=CC=2)C2C=CC=CC=2)([P](C2C=CC=CC=2)(C2C=CC=CC=2)C2C=CC=CC=2)[P](C2C=CC=CC=2)(C2C=CC=CC=2)C2C=CC=CC=2)(C2C=CC=CC=2)C2C=CC=CC=2)=CC=1. The product is [N+:2]([C:5]1[CH:10]=[CH:9][C:8]([C:11](=[O:20])[CH2:12][CH2:13][C:14]2[CH:19]=[CH:18][N:17]=[CH:16][CH:15]=2)=[CH:7][CH:6]=1)([O-:4])=[O:3]. The yield is 1.00. (3) The reactants are C([Li])CCC.Br[C:7]1[CH:12]=[CH:11][C:10]([O:13][CH:14]([CH3:16])[CH3:15])=[CH:9][CH:8]=1.[CH3:17][C:18]([C:20]1[CH:25]=[CH:24][CH:23]=[C:22]([Br:26])[CH:21]=1)=O.Cl. The catalyst is O1CCCC1. The product is [Br:26][C:22]1[CH:23]=[CH:24][CH:25]=[C:20]([C:18]([C:7]2[CH:12]=[CH:11][C:10]([O:13][CH:14]([CH3:16])[CH3:15])=[CH:9][CH:8]=2)=[CH2:17])[CH:21]=1. The yield is 0.250.